This data is from Full USPTO retrosynthesis dataset with 1.9M reactions from patents (1976-2016). The task is: Predict the reactants needed to synthesize the given product. (1) Given the product [N-:10]=[C:11]=[O:12].[NH2:13][C:14]([O:15][CH2:17][CH3:18])=[O:43], predict the reactants needed to synthesize it. The reactants are: CC1(C)CC(C[N:10]=[C:11]=[O:12])(C)CC([N:13]=[C:14]=[O:15])C1.[C:17]([O-])(=O)[CH2:18]CCCCCCCCCC.C([O-])(=[O:43])CCCCCCCCCCC.C([Sn+2]CCCC)CCC. (2) Given the product [F:20][C:16]1[N:15]=[C:14]([C:10]2[N:9]([CH2:8][C:4]3[N:5]=[CH:6][N:7]4[CH:25]=[CH:26][N:1]=[C:2]4[C:3]=3[CH2:21][CH2:22][CH3:23])[CH:13]=[CH:12][N:11]=2)[CH:19]=[CH:18][CH:17]=1, predict the reactants needed to synthesize it. The reactants are: [NH2:1][C:2]1[N:7]=[CH:6][N:5]=[C:4]([CH2:8][N:9]2[CH:13]=[CH:12][N:11]=[C:10]2[C:14]2[CH:19]=[CH:18][CH:17]=[C:16]([F:20])[N:15]=2)[C:3]=1[CH2:21][CH2:22][CH3:23].Cl[CH2:25][CH:26]=O. (3) Given the product [N:1]1[CH:6]=[CH:5][CH:4]=[C:3]([C:7]2[CH:11]=[C:10]([C:12]([OH:14])=[O:13])[O:9][N:8]=2)[CH:2]=1, predict the reactants needed to synthesize it. The reactants are: [N:1]1[CH:6]=[CH:5][CH:4]=[C:3]([C:7]2[CH:11]=[C:10]([C:12]([O:14]CC)=[O:13])[O:9][N:8]=2)[CH:2]=1.O.[OH-].[Na+]. (4) Given the product [F:29][C:30]([F:39])([F:40])[C:31]1[CH:38]=[CH:37][C:34]([CH2:35][O:21][C:20]([NH:2][CH2:3][C:4]2[CH:5]=[C:6]([CH:17]=[CH:18][CH:19]=2)[CH2:7][C:8]2([C:13]([OH:15])=[O:14])[CH2:12][CH2:11][CH2:10][O:9]2)=[O:23])=[CH:33][CH:32]=1, predict the reactants needed to synthesize it. The reactants are: [Cl-].[NH3+:2][CH2:3][C:4]1[CH:5]=[C:6]([CH:17]=[CH:18][CH:19]=1)[CH2:7][C:8]1([C:13]([O:15]C)=[O:14])[CH2:12][CH2:11][CH2:10][O:9]1.[C:20](=[O:23])([O-])[O-:21].[Cs+].[Cs+].C(=O)=O.[F:29][C:30]([F:40])([F:39])[C:31]1[CH:38]=[CH:37][C:34]([CH2:35]Br)=[CH:33][CH:32]=1. (5) Given the product [C:11]([O:15][C:16]([N:18]1[CH2:19][CH2:20][CH:21]([C:24]2[CH:25]=[C:26]([OH:27])[N:10]=[C:8]([N:2]3[CH2:7][CH2:6][O:5][CH2:4][CH2:3]3)[N:9]=2)[CH2:22][CH2:23]1)=[O:17])([CH3:14])([CH3:13])[CH3:12], predict the reactants needed to synthesize it. The reactants are: Br.[N:2]1([C:8]([NH2:10])=[NH:9])[CH2:7][CH2:6][O:5][CH2:4][CH2:3]1.[C:11]([O:15][C:16]([N:18]1[CH2:23][CH2:22][CH:21]([C:24](=O)[CH2:25][C:26](OCC)=[O:27])[CH2:20][CH2:19]1)=[O:17])([CH3:14])([CH3:13])[CH3:12].[N+](=C1CCCCCCCCCC1C1CCCCCCCCCC1)=[N-]. (6) The reactants are: [F:1][C:2]([F:19])([F:18])[S:3]([NH:6][C:7]1[CH:12]=[C:11]([N+:13]([O-])=O)[CH:10]=[C:9]([O:16][CH3:17])[CH:8]=1)(=[O:5])=[O:4].[H][H].[CH3:22][O:23][C:24]1[N:29]=[C:28]([O:30][CH3:31])[C:27]([C:32]2[CH:41]=[C:40]3[C:35]([C:36](Cl)=[C:37]([C:42]([NH2:44])=[O:43])[CH:38]=[N:39]3)=[CH:34][CH:33]=2)=[CH:26][N:25]=1. Given the product [CH3:22][O:23][C:24]1[N:29]=[C:28]([O:30][CH3:31])[C:27]([C:32]2[CH:41]=[C:40]3[C:35]([C:36]([NH:13][C:11]4[CH:12]=[C:7]([NH:6][S:3]([C:2]([F:19])([F:18])[F:1])(=[O:5])=[O:4])[CH:8]=[C:9]([O:16][CH3:17])[CH:10]=4)=[C:37]([C:42]([NH2:44])=[O:43])[CH:38]=[N:39]3)=[CH:34][CH:33]=2)=[CH:26][N:25]=1, predict the reactants needed to synthesize it. (7) The reactants are: N([S:3][CH2:4][C@@H:5]([C:16]([NH:18][CH2:19][C:20]([OH:22])=[O:21])=[O:17])[NH:6][C:7](=[O:15])[CH2:8][CH2:9][C@@H:10]([C:12]([OH:14])=[O:13])[NH2:11])=O.[CH3:23][C:24]1[CH:29]=[CH:28][C:27]([S:30]([O-:32])=[O:31])=[CH:26][CH:25]=1.[Na+]. Given the product [NH2:11][C@@H:10]([CH2:9][CH2:8][C:7]([NH:6][C@@H:5]([CH2:4][S:3][S:30]([C:27]1[CH:28]=[CH:29][C:24]([CH3:23])=[CH:25][CH:26]=1)(=[O:32])=[O:31])[C:16]([NH:18][CH2:19][C:20]([OH:22])=[O:21])=[O:17])=[O:15])[C:12]([OH:14])=[O:13], predict the reactants needed to synthesize it.